This data is from Reaction yield outcomes from USPTO patents with 853,638 reactions. The task is: Predict the reaction yield, written as a fraction of the theoretical maximum amount of product (1.0 means a 100% yield; for example, 0.34 means a 34% yield). (1) The reactants are [Cl:1][C:2]1[CH:7]=[CH:6][C:5]([S:8]([CH2:11][CH:12]([CH2:15][CH2:16][CH2:17][CH3:18])[CH:13]=[O:14])(=[O:10])=[O:9])=[CH:4][CH:3]=1.O[CH:20]([CH:22]=[CH2:23])[CH3:21].C1(C)C=CC(S(O)(=O)=O)=CC=1. The catalyst is C1(C)C=CC=CC=1.C(OCC)(=O)C. The product is [CH2:15]([C:12]([CH2:11][S:8]([C:5]1[CH:4]=[CH:3][C:2]([Cl:1])=[CH:7][CH:6]=1)(=[O:9])=[O:10])([CH2:21]/[CH:20]=[CH:22]/[CH3:23])[CH:13]=[O:14])[CH2:16][CH2:17][CH3:18]. The yield is 0.980. (2) The yield is 0.910. The catalyst is ClCCl.C(OCC)(=O)C.C([O-])(=O)C.[Cu+2].C([O-])(=O)C. The product is [F:29][C:30]1[CH:35]=[CH:34][C:33]([N:3]2[C:2](=[O:1])[C:7]([CH2:8][C:9]3[CH:10]=[CH:11][C:12]([C:15]4[C:16]([C:21]#[N:22])=[CH:17][CH:18]=[CH:19][CH:20]=4)=[CH:13][CH:14]=3)=[C:6]([CH2:23][CH2:24][CH3:25])[N:5]3[N:26]=[CH:27][N:28]=[C:4]23)=[CH:32][CH:31]=1. The reactants are [O:1]=[C:2]1[C:7]([CH2:8][C:9]2[CH:14]=[CH:13][C:12]([C:15]3[C:16]([C:21]#[N:22])=[CH:17][CH:18]=[CH:19][CH:20]=3)=[CH:11][CH:10]=2)=[C:6]([CH2:23][CH2:24][CH3:25])[N:5]2[N:26]=[CH:27][N:28]=[C:4]2[NH:3]1.[F:29][C:30]1[CH:35]=[CH:34][C:33](B(O)O)=[CH:32][CH:31]=1.C(N(CC)CC)C.N1C=CC=CC=1. (3) The product is [CH3:17][C:10]([O:9][C:8]1[CH:7]=[CH:6][C:5]([SH:2])=[CH:19][CH:18]=1)([CH3:16])[C:11]([O:13][CH2:14][CH3:15])=[O:12]. The catalyst is C(Cl)Cl. The reactants are Cl[S:2]([C:5]1[CH:19]=[CH:18][C:8]([O:9][C:10]([CH3:17])([CH3:16])[C:11]([O:13][CH2:14][CH3:15])=[O:12])=[CH:7][CH:6]=1)(=O)=O.CCO.[Sn].Cl. The yield is 0.750.